This data is from Reaction yield outcomes from USPTO patents with 853,638 reactions. The task is: Predict the reaction yield, written as a fraction of the theoretical maximum amount of product (1.0 means a 100% yield; for example, 0.34 means a 34% yield). The reactants are [NH2:1][C:2]1[N:7]=[CH:6][C:5]([O:8][C:9]2[CH:10]=[CH:11][C:12]([F:23])=[C:13]([NH:15][C:16](=[O:22])[O:17][C:18]([CH3:21])([CH3:20])[CH3:19])[CH:14]=2)=[CH:4][CH:3]=1.[N:24]([C:27]([O:29][CH2:30][CH3:31])=[O:28])=[C:25]=[S:26]. The catalyst is CS(C)=O. The product is [C:18]([O:17][C:16]([NH:15][C:13]1[CH:14]=[C:9]([CH:10]=[CH:11][C:12]=1[F:23])[O:8][C:5]1[CH:4]=[CH:3][C:2]([NH:1][C:25]([NH:24][C:27](=[O:28])[O:29][CH2:30][CH3:31])=[S:26])=[N:7][CH:6]=1)=[O:22])([CH3:19])([CH3:20])[CH3:21]. The yield is 0.800.